Predict the product of the given reaction. From a dataset of Forward reaction prediction with 1.9M reactions from USPTO patents (1976-2016). (1) Given the reactants [C:1]([O:5][C:6]([N:8]1[CH2:13][CH2:12][C:11]2([C:22]3[C:17](=[CH:18][CH:19]=[CH:20][C:21]=3[CH3:23])[C:16](=[O:24])[NH:15][CH2:14]2)[CH2:10][CH2:9]1)=[O:7])([CH3:4])([CH3:3])[CH3:2].[OH-].[Na+].C(=O)([O-])[O-].[K+].[K+].[CH2:33](Br)[C:34]1[CH:39]=[CH:38][CH:37]=[CH:36][CH:35]=1, predict the reaction product. The product is: [CH2:33]([N:15]1[CH2:14][C:11]2([CH2:10][CH2:9][N:8]([C:6]([O:5][C:1]([CH3:4])([CH3:3])[CH3:2])=[O:7])[CH2:13][CH2:12]2)[C:22]2[C:17](=[CH:18][CH:19]=[CH:20][C:21]=2[CH3:23])[C:16]1=[O:24])[C:34]1[CH:39]=[CH:38][CH:37]=[CH:36][CH:35]=1. (2) Given the reactants [Br:1][C:2]1[CH:6]=[N:5][N:4]([CH3:7])[C:3]=1[NH:8][C:9](=[O:17])[C:10]1[CH:15]=[CH:14][CH:13]=[C:12](I)[CH:11]=1.[F:18][C:19]1[CH:24]=[CH:23][C:22](B(O)O)=[CH:21][CH:20]=1.C(=O)([O-])[O-].[Cs+].[Cs+].COCCOC, predict the reaction product. The product is: [Br:1][C:2]1[CH:6]=[N:5][N:4]([CH3:7])[C:3]=1[NH:8][C:9]([C:10]1[CH:11]=[C:12]([C:22]2[CH:23]=[CH:24][C:19]([F:18])=[CH:20][CH:21]=2)[CH:13]=[CH:14][CH:15]=1)=[O:17]. (3) Given the reactants [CH3:1][O:2][C:3]1[CH:4]=[C:5]([CH2:11][CH2:12][N:13]2[C:18](=[O:19])[C:17]3[CH:20]=[C:21]([CH2:23][CH3:24])[S:22][C:16]=3[NH:15][C:14]2=[O:25])[CH:6]=[CH:7][C:8]=1[O:9][CH3:10].Br[CH2:27][C:28]1[CH:33]=[CH:32][C:31]([C:34]2[CH:39]=[CH:38][CH:37]=[CH:36][C:35]=2[C:40]2[N:44]=[C:43](C(Cl)(Cl)Cl)[O:42][N:41]=2)=[CH:30][CH:29]=1.C(=O)([O-])[O-:50].[K+].[K+].CN(C)C=O, predict the reaction product. The product is: [CH3:1][O:2][C:3]1[CH:4]=[C:5]([CH2:11][CH2:12][N:13]2[C:18](=[O:19])[C:17]3[CH:20]=[C:21]([CH2:23][CH3:24])[S:22][C:16]=3[N:15]([CH2:27][C:28]3[CH:33]=[CH:32][C:31]([C:34]4[CH:39]=[CH:38][CH:37]=[CH:36][C:35]=4[C:40]4[NH:44][C:43](=[O:50])[O:42][N:41]=4)=[CH:30][CH:29]=3)[C:14]2=[O:25])[CH:6]=[CH:7][C:8]=1[O:9][CH3:10]. (4) The product is: [N+:1]([C:4]1[CH:22]=[CH:21][C:7]([C:8]2[O:20][C:12]([CH2:13][CH2:14][CH2:15][C:16]([O:18][CH3:19])=[O:17])=[N:11][N:10]=2)=[CH:6][CH:5]=1)([O-:3])=[O:2]. Given the reactants [N+:1]([C:4]1[CH:22]=[CH:21][C:7]([C:8]([NH:10][NH:11][C:12](=[O:20])[CH2:13][CH2:14][CH2:15][C:16]([O:18][CH3:19])=[O:17])=O)=[CH:6][CH:5]=1)([O-:3])=[O:2].P(Cl)(Cl)(Cl)=O.C(=O)(O)[O-].[Na+], predict the reaction product.